From a dataset of Reaction yield outcomes from USPTO patents with 853,638 reactions. Predict the reaction yield, written as a fraction of the theoretical maximum amount of product (1.0 means a 100% yield; for example, 0.34 means a 34% yield). (1) The reactants are [F:1][C:2]1[CH:3]=[C:4]([NH2:24])[CH:5]=[CH:6][C:7]=1[O:8][C:9]1[CH:14]=[CH:13][N:12]=[C:11]2[CH:15]=[C:16]([C:18]3[N:22]([CH3:23])[CH:21]=[N:20][CH:19]=3)[S:17][C:10]=12.[C:25]1([CH2:31][C:32]([N:34]=[C:35]=[O:36])=[O:33])[CH:30]=[CH:29][CH:28]=[CH:27][CH:26]=1. No catalyst specified. The product is [F:1][C:2]1[CH:3]=[C:4]([NH:24][C:35]([NH:34][C:32](=[O:33])[CH2:31][C:25]2[CH:26]=[CH:27][CH:28]=[CH:29][CH:30]=2)=[O:36])[CH:5]=[CH:6][C:7]=1[O:8][C:9]1[CH:14]=[CH:13][N:12]=[C:11]2[CH:15]=[C:16]([C:18]3[N:22]([CH3:23])[CH:21]=[N:20][CH:19]=3)[S:17][C:10]=12. The yield is 0.420. (2) The reactants are [OH:1][C:2]1[CH:11]=[C:10]([S:12][CH2:13][CH3:14])[CH:9]=[CH:8][C:3]=1[C:4]([O:6][CH3:7])=[O:5].[C:15]([N:22]1[CH2:27][CH2:26][CH:25](O)[CH2:24][CH2:23]1)([O:17][C:18]([CH3:21])([CH3:20])[CH3:19])=[O:16]. The yield is 0.460. The product is [C:18]([O:17][C:15]([N:22]1[CH2:27][CH2:26][CH:25]([O:1][C:2]2[CH:11]=[C:10]([S:12][CH2:13][CH3:14])[CH:9]=[CH:8][C:3]=2[C:4]([O:6][CH3:7])=[O:5])[CH2:24][CH2:23]1)=[O:16])([CH3:21])([CH3:19])[CH3:20]. No catalyst specified. (3) The reactants are [NH2:1][C:2]1[CH:10]=[CH:9][C:8]([Cl:11])=[CH:7][C:3]=1[C:4]([OH:6])=[O:5].[CH3:12]OC(OC)OC.[N-:19]=[N+:20]=[N-:21].[Na+]. The catalyst is C(O)(=O)C. The product is [Cl:11][C:8]1[CH:9]=[CH:10][C:2]([N:1]2[CH:12]=[N:21][N:20]=[N:19]2)=[C:3]([CH:7]=1)[C:4]([OH:6])=[O:5]. The yield is 0.720. (4) The reactants are [CH3:1][O:2][C:3]1[CH:20]=[CH:19][C:6]([C:7]([CH:9]2[CH2:14][CH2:13][N:12]([CH2:15][C:16]([OH:18])=O)[CH2:11][CH2:10]2)=[O:8])=[CH:5][CH:4]=1.[CH:21]1([CH2:24][NH:25][CH2:26][C:27]2[NH:36][C:35](=[O:37])[C:34]3[CH2:33][CH2:32][CH2:31][CH2:30][C:29]=3[N:28]=2)[CH2:23][CH2:22]1. The yield is 0.0100. No catalyst specified. The product is [CH:21]1([CH2:24][N:25]([CH2:26][C:27]2[NH:36][C:35](=[O:37])[C:34]3[CH2:33][CH2:32][CH2:31][CH2:30][C:29]=3[N:28]=2)[C:16](=[O:18])[CH2:15][N:12]2[CH2:11][CH2:10][CH:9]([C:7](=[O:8])[C:6]3[CH:5]=[CH:4][C:3]([O:2][CH3:1])=[CH:20][CH:19]=3)[CH2:14][CH2:13]2)[CH2:23][CH2:22]1.